Dataset: Forward reaction prediction with 1.9M reactions from USPTO patents (1976-2016). Task: Predict the product of the given reaction. Given the reactants [C:1]([C:5]1[CH:16]=[CH:15][C:8]([CH2:9][O:10][CH2:11][CH:12]2[CH2:14][O:13]2)=[CH:7][CH:6]=1)([CH3:4])([CH3:3])[CH3:2].[N:17]#[C:18][NH2:19].[Na], predict the reaction product. The product is: [C:1]([C:5]1[CH:6]=[CH:7][C:8]([CH2:9][O:10][CH2:11][CH:12]2[O:13][C:18]([NH2:19])=[N:17][CH2:14]2)=[CH:15][CH:16]=1)([CH3:2])([CH3:3])[CH3:4].